This data is from Catalyst prediction with 721,799 reactions and 888 catalyst types from USPTO. The task is: Predict which catalyst facilitates the given reaction. (1) Reactant: N1C=CC([C:7]2[CH:12]=[CH:11][CH:10]=[CH:9][C:8]=2[CH:13]2[N:19]([CH2:20][C:21]3[CH:26]=[CH:25][CH:24]=[C:23]([C:27]4[S:28][CH:29]=[CH:30][N:31]=4)[CH:22]=3)C(=O)[CH2:17][CH2:16][CH2:15][CH2:14]2)=CC=1.[C:33]1(B(O)O)[CH:38]=CC=[CH:35][CH:34]=1.[C:42]([O-:45])([O-])=O.[Na+].[Na+].O.CCO[C:52]([CH3:54])=O. Product: [C:9]1([C:52]2[CH:54]=[CH:35][CH:34]=[CH:33][CH:38]=2)[CH:10]=[CH:11][CH:12]=[CH:7][C:8]=1[CH:13]1[N:19]([CH2:20][C:21]2[CH:26]=[CH:25][CH:24]=[C:23]([C:27]3[S:28][CH:29]=[CH:30][N:31]=3)[CH:22]=2)[C:42](=[O:45])[CH2:17][CH2:16][CH2:15][CH2:14]1. The catalyst class is: 176. (2) Reactant: C(OC(=O)[NH:7][CH:8]1[CH2:13][CH2:12][CH2:11][N:10]([C:14]([C:16]2[CH:36]=[CH:35][C:19]3[N:20]([CH3:34])[C:21]([C:23]4[N:31]([CH2:32][CH3:33])[C:26]5=[N:27][CH:28]=[CH:29][CH:30]=[C:25]5[CH:24]=4)=[N:22][C:18]=3[CH:17]=2)=[O:15])[CH2:9]1)(C)(C)C.C(O)(C(F)(F)F)=O. Product: [NH2:7][CH:8]1[CH2:13][CH2:12][CH2:11][N:10]([C:14]([C:16]2[CH:36]=[CH:35][C:19]3[N:20]([CH3:34])[C:21]([C:23]4[N:31]([CH2:32][CH3:33])[C:26]5=[N:27][CH:28]=[CH:29][CH:30]=[C:25]5[CH:24]=4)=[N:22][C:18]=3[CH:17]=2)=[O:15])[CH2:9]1. The catalyst class is: 4.